The task is: Predict the reaction yield, written as a fraction of the theoretical maximum amount of product (1.0 means a 100% yield; for example, 0.34 means a 34% yield).. This data is from Reaction yield outcomes from USPTO patents with 853,638 reactions. (1) The reactants are [F:1][C:2]([F:15])([F:14])[C:3]1[CH:8]=[CH:7][C:6]([CH2:9][CH2:10][C:11]([OH:13])=O)=[CH:5][CH:4]=1.C(N1C=CN=C1)(N1C=CN=C1)=O.[N+:28]([CH3:31])([O-:30])=[O:29].[H-].[Na+].[N-]1C=CN=C1.Cl. The catalyst is C1COCC1.O. The product is [N+:28]([CH2:31][C:11](=[O:13])[CH2:10][CH2:9][C:6]1[CH:5]=[CH:4][C:3]([C:2]([F:1])([F:15])[F:14])=[CH:8][CH:7]=1)([O-:30])=[O:29]. The yield is 0.710. (2) The reactants are [CH3:1][C:2]1([CH3:17])[CH2:7][C:6]([CH3:9])([CH3:8])[CH2:5][C:4]([NH:12][C:13](=O)OC)([CH:10]=[CH2:11])[CH2:3]1.[N-]=[N+]=[N-].[Na+].FC(F)(F)C(O)=O.N.C(Cl)(Cl)[Cl:31]. No catalyst specified. The product is [ClH:31].[CH3:13][NH:12][C:4]1([CH:10]=[CH2:11])[CH2:3][C:2]([CH3:1])([CH3:17])[CH2:7][C:6]([CH3:9])([CH3:8])[CH2:5]1. The yield is 0.560. (3) The reactants are [Cl:1][C:2]1[N:7]=[CH:6][C:5]([O:8][CH3:9])=[C:4]([Cl:10])[N:3]=1.[CH:11]([Mg]Br)=[CH2:12].ClC1C(=O)C(C#N)=C(C#N)C(=O)C=1Cl. The catalyst is O1CCCC1. The product is [Cl:1][C:2]1[N:7]=[C:6]([CH:11]=[CH2:12])[C:5]([O:8][CH3:9])=[C:4]([Cl:10])[N:3]=1. The yield is 0.600. (4) The reactants are Br[C:2]1[CH:3]=[N:4][CH:5]=[C:6]2[C:11]=1[N:10]=[C:9]([C:12]([NH:14][CH:15]([C:17]1[CH:22]=[CH:21][C:20]([S:23]([CH3:26])(=[O:25])=[O:24])=[CH:19][CH:18]=1)[CH3:16])=[O:13])[CH:8]=[CH:7]2.[F:27][C:28]1[CH:33]=[C:32]([F:34])[CH:31]=[CH:30][C:29]=1B(O)O.C(=O)([O-])[O-].[Cs+].[Cs+]. The catalyst is O1CCOCC1.O.C1(P([C-]2C=CC=C2)C2C=CC=CC=2)C=CC=CC=1.[C-]1(P(C2C=CC=CC=2)C2C=CC=CC=2)C=CC=C1.[Fe+2].[Pd](Cl)Cl. The product is [F:27][C:28]1[CH:33]=[C:32]([F:34])[CH:31]=[CH:30][C:29]=1[C:2]1[CH:3]=[N:4][CH:5]=[C:6]2[C:11]=1[N:10]=[C:9]([C:12]([NH:14][CH:15]([C:17]1[CH:22]=[CH:21][C:20]([S:23]([CH3:26])(=[O:25])=[O:24])=[CH:19][CH:18]=1)[CH3:16])=[O:13])[CH:8]=[CH:7]2. The yield is 0.820. (5) The reactants are [Si]([O:8][C@H:9]1[CH2:13][C@H:12]([O:14][C:15]2[CH:20]=[CH:19][N:18]=[C:17]3[NH:21][C:22]([C:24]4[C:33]5[C:28](=[CH:29][CH:30]=[CH:31][CH:32]=5)[CH:27]=[CH:26][CH:25]=4)=[N:23][C:16]=23)[CH2:11][C@H:10]1[CH2:34][OH:35])(C(C)(C)C)(C)C.Cl[S:37]([NH2:40])(=[O:39])=[O:38].Cl.C([O-])([O-])=O.[Na+].[Na+]. The catalyst is CC(N(C)C)=O.O. The product is [S:37](=[O:39])(=[O:38])([O:35][CH2:34][C@@H:10]1[CH2:11][C@@H:12]([O:14][C:15]2[CH:20]=[CH:19][N:18]=[C:17]3[NH:21][C:22]([C:24]4[C:33]5[C:28](=[CH:29][CH:30]=[CH:31][CH:32]=5)[CH:27]=[CH:26][CH:25]=4)=[N:23][C:16]=23)[CH2:13][C@@H:9]1[OH:8])[NH2:40]. The yield is 0.250. (6) The reactants are [CH3:1][O:2][C:3]1[CH:10]=[CH:9][C:8]([O:11][CH3:12])=[CH:7][C:4]=1[CH:5]=O.[OH:13][N:14]1[C:22]2[C:17](=[CH:18][CH:19]=[CH:20][CH:21]=2)[CH2:16][C:15]1=[O:23].N1CCCCC1.C(Cl)Cl.CC(O)=O. The catalyst is CCO. The product is [CH3:1][O:2][C:3]1[CH:10]=[CH:9][C:8]([O:11][CH3:12])=[CH:7][C:4]=1[CH:5]=[C:16]1[C:17]2[C:22](=[CH:21][CH:20]=[CH:19][CH:18]=2)[N:14]([OH:13])[C:15]1=[O:23]. The yield is 0.570.